Task: Predict the product of the given reaction.. Dataset: Forward reaction prediction with 1.9M reactions from USPTO patents (1976-2016) (1) Given the reactants Br[C:2]1[CH:3]=[N:4][C:5]([N:8]([CH2:28][C:29]2[CH:30]=[C:31]([CH:34]=[C:35]([C:37]([F:40])([F:39])[F:38])[CH:36]=2)[C:32]#[N:33])[CH2:9][C:10]2[CH:15]=[C:14]([C:16]([F:19])([F:18])[F:17])[CH:13]=[CH:12][C:11]=2[N:20]([CH2:24][CH:25]2[CH2:27][CH2:26]2)[CH2:21][CH2:22][CH3:23])=[N:6][CH:7]=1.CS(C)=[O:43], predict the reaction product. The product is: [CH:25]1([CH2:24][N:20]([CH2:21][CH2:22][CH3:23])[C:11]2[CH:12]=[CH:13][C:14]([C:16]([F:19])([F:18])[F:17])=[CH:15][C:10]=2[CH2:9][N:8]([CH2:28][C:29]2[CH:30]=[C:31]([CH:34]=[C:35]([C:37]([F:40])([F:39])[F:38])[CH:36]=2)[C:32]#[N:33])[C:5]2[N:4]=[CH:3][C:2]([OH:43])=[CH:7][N:6]=2)[CH2:27][CH2:26]1. (2) Given the reactants [C:1]([O:5][C:6]([N:8]1[CH2:16][C:15]2[C:10](=[CH:11][CH:12]=[C:13](Br)[CH:14]=2)[CH2:9]1)=[O:7])([CH3:4])([CH3:3])[CH3:2].C(=O)([O-])[O-].[K+].[K+].[B:24]1([B:24]2[O:28][C:27]([CH3:30])([CH3:29])[C:26]([CH3:32])([CH3:31])[O:25]2)[O:28][C:27]([CH3:30])([CH3:29])[C:26]([CH3:32])([CH3:31])[O:25]1, predict the reaction product. The product is: [C:1]([O:5][C:6]([N:8]1[CH2:16][C:15]2[C:10](=[CH:11][CH:12]=[C:13]([B:24]3[O:28][C:27]([CH3:30])([CH3:29])[C:26]([CH3:32])([CH3:31])[O:25]3)[CH:14]=2)[CH2:9]1)=[O:7])([CH3:4])([CH3:3])[CH3:2]. (3) Given the reactants Br[CH2:2][C:3]#[N:4].C(N(C(C)C)C(C)C)C.[C:14]([S:18][S:19][CH2:20][C@H:21]([NH:25][C:26](=[O:31])[CH2:27][CH2:28][CH:29]=[CH2:30])[C:22]([OH:24])=[O:23])([CH3:17])([CH3:16])[CH3:15].C(O)(=O)CCC=C.[Cl-].[NH4+], predict the reaction product. The product is: [C:14]([S:18][S:19][CH2:20][C@H:21]([NH:25][C:26](=[O:31])[CH2:27][CH2:28][CH:29]=[CH2:30])[C:22]([O:24][CH2:2][C:3]#[N:4])=[O:23])([CH3:17])([CH3:16])[CH3:15]. (4) Given the reactants [C:1]([O:5][C:6](=[O:27])[CH2:7][C@@H:8]1[NH:14][C:13](=[O:15])[C:12]2[CH:16]=[C:17]([C:20]([OH:22])=O)[CH:18]=[CH:19][C:11]=2[C:10]2[C:23]([CH3:26])=[N:24][O:25][C:9]1=2)([CH3:4])([CH3:3])[CH3:2].C1N=CN(C(N2C=NC=C2)=O)C=1.O[NH:41][C:42](=[NH:44])[CH3:43].O, predict the reaction product. The product is: [C:42]([NH:44][C:20]([C:17]1[CH:18]=[CH:19][C:11]2[C:10]3[C:23]([CH3:26])=[N:24][O:25][C:9]=3[C@H:8]([CH2:7][C:6]([O:5][C:1]([CH3:2])([CH3:4])[CH3:3])=[O:27])[NH:14][C:13](=[O:15])[C:12]=2[CH:16]=1)=[O:22])(=[NH:41])[CH3:43]. (5) Given the reactants CS[C:3](=[C:6]([C:12]([O:14]CC)=O)[C:7]([O:9][CH2:10][CH3:11])=[O:8])[S:4][CH3:5].[F:17][C:18]1[CH:23]=[CH:22][C:21]([NH:24][C:25]([C:27]2[CH:32]=[CH:31][C:30]([S:33][CH3:34])=[CH:29][CH:28]=2)=[NH:26])=[CH:20][CH:19]=1.[K+].[Br-], predict the reaction product. The product is: [F:17][C:18]1[CH:23]=[CH:22][C:21]([N:24]2[C:12](=[O:14])[C:6]([C:7]([O:9][CH2:10][CH3:11])=[O:8])=[C:3]([S:4][CH3:5])[N:26]=[C:25]2[C:27]2[CH:32]=[CH:31][C:30]([S:33][CH3:34])=[CH:29][CH:28]=2)=[CH:20][CH:19]=1. (6) The product is: [N:18]([C:21]1([CH2:38][O:39][C:40](=[O:48])[C:41]2[CH:46]=[CH:45][CH:44]=[C:43]([Cl:47])[CH:42]=2)[CH:28]2[CH:24]([O:25][CH:26]([CH3:29])[O:27]2)[CH:23]([N:30]2[CH:35]=[CH:34][C:33]([N:1]3[CH:5]=[CH:4][N:3]=[CH:2]3)=[N:32][C:31]2=[O:37])[O:22]1)=[N+:19]=[N-:20]. Given the reactants [NH:1]1[CH:5]=[CH:4][N:3]=[CH:2]1.C(N(CC)CC)C.P(Cl)(Cl)(Cl)=O.[N:18]([C:21]1([CH2:38][O:39][C:40](=[O:48])[C:41]2[CH:46]=[CH:45][CH:44]=[C:43]([Cl:47])[CH:42]=2)[CH:28]2[CH:24]([O:25][CH:26]([CH3:29])[O:27]2)[CH:23]([N:30]2[CH:35]=[CH:34][C:33](=O)[NH:32][C:31]2=[O:37])[O:22]1)=[N+:19]=[N-:20], predict the reaction product.